Task: Predict the reactants needed to synthesize the given product.. Dataset: Full USPTO retrosynthesis dataset with 1.9M reactions from patents (1976-2016) (1) Given the product [CH2:19]([O:18][C:16]1[C:15](=[O:21])[NH:14][CH:12]2[N:13]=[C:8]([NH:31][CH:26]([CH2:27][CH2:28][O:29][CH3:30])[CH2:25][CH2:24][O:23][CH3:22])[N:9]=[CH:10][CH:11]2[CH:17]=1)[CH3:20], predict the reactants needed to synthesize it. The reactants are: C(S([C:8]1[N:9]=[CH:10][C:11]2[CH:17]=[C:16]([O:18][CH2:19][CH3:20])[C:15](=[O:21])[NH:14][C:12]=2[N:13]=1)(=O)=O)CCC.[CH3:22][O:23][CH2:24][CH2:25][CH:26]([NH2:31])[CH2:27][CH2:28][O:29][CH3:30].C(Cl)Cl.C(Cl)Cl.CO.CC(C)=O. (2) Given the product [C:1]([O:5][C:6]([N:8]1[CH2:12][CH:11]2[CH:13]([CH2:33][S:40]([CH:50]([CH3:52])[CH3:51])(=[O:42])=[O:39])[CH:14]([NH:16][C:17](=[O:32])[CH2:18][NH:19][C:20](=[O:31])[C:21]3[CH:26]=[CH:25][CH:24]=[C:23]([C:27]([F:29])([F:30])[F:28])[CH:22]=3)[CH2:15][CH:10]2[CH2:9]1)=[O:7])([CH3:4])([CH3:2])[CH3:3], predict the reactants needed to synthesize it. The reactants are: [C:1]([O:5][C:6]([N:8]1[CH2:12][CH:11]2[CH:13]([CH2:33]SC(C)C)[CH:14]([NH:16][C:17](=[O:32])[CH2:18][NH:19][C:20](=[O:31])[C:21]3[CH:26]=[CH:25][CH:24]=[C:23]([C:27]([F:30])([F:29])[F:28])[CH:22]=3)[CH2:15][CH:10]2[CH2:9]1)=[O:7])([CH3:4])([CH3:3])[CH3:2].O[O:39][S:40]([O-:42])=O.[K+].C(OCC)(=O)C.[CH:50](O)([CH3:52])[CH3:51]. (3) Given the product [Br:1][C:2]1[C:3]([CH3:13])=[C:4]([N+:10]([O-:12])=[O:11])[C:5]([OH:15])=[N:6][C:7]=1[CH3:8], predict the reactants needed to synthesize it. The reactants are: [Br:1][C:2]1[C:3]([CH3:13])=[C:4]([N+:10]([O-:12])=[O:11])[C:5](N)=[N:6][C:7]=1[CH3:8].N([O-])=[O:15].[Na+]. (4) Given the product [NH2:23][C@@H:13]1[CH2:12][CH2:11][C@@H:10]([C:4]2[CH:5]=[CH:6][CH:7]=[C:8]([F:9])[C:3]=2[F:2])[CH2:16][N:15]([CH2:17][C:18]([F:20])([F:21])[F:19])[C:14]1=[S:22], predict the reactants needed to synthesize it. The reactants are: Cl.[F:2][C:3]1[C:8]([F:9])=[CH:7][CH:6]=[CH:5][C:4]=1[C@H:10]1[CH2:16][N:15]([CH2:17][C:18]([F:21])([F:20])[F:19])[C:14](=[S:22])[C@H:13]([NH:23]C(=O)OC(C)(C)C)[CH2:12][CH2:11]1.